Dataset: Forward reaction prediction with 1.9M reactions from USPTO patents (1976-2016). Task: Predict the product of the given reaction. (1) The product is: [Cl:20][C:15]1[CH:14]=[C:13]([N:12]2[C:8]([C:6]3[CH:5]=[CH:4][N:3]=[C:2]([N:34]=[C:21]([C:22]4[CH:27]=[CH:26][CH:25]=[CH:24][CH:23]=4)[C:28]4[CH:33]=[CH:32][CH:31]=[CH:30][CH:29]=4)[CH:7]=3)=[CH:9][CH:10]=[N:11]2)[CH:18]=[CH:17][C:16]=1[F:19]. Given the reactants Cl[C:2]1[CH:7]=[C:6]([C:8]2[N:12]([C:13]3[CH:18]=[CH:17][C:16]([F:19])=[C:15]([Cl:20])[CH:14]=3)[N:11]=[CH:10][CH:9]=2)[CH:5]=[CH:4][N:3]=1.[C:21](=[NH:34])([C:28]1[CH:33]=[CH:32][CH:31]=[CH:30][CH:29]=1)[C:22]1[CH:27]=[CH:26][CH:25]=[CH:24][CH:23]=1.C1C=CC(P(C2C(C3C(P(C4C=CC=CC=4)C4C=CC=CC=4)=CC=C4C=3C=CC=C4)=C3C(C=CC=C3)=CC=2)C2C=CC=CC=2)=CC=1.CC(C)([O-])C.[Na+], predict the reaction product. (2) Given the reactants Br[C:2]1[CH:3]=[C:4]([NH:10][C:11]2[CH:16]=[CH:15][C:14]([C:17]([N:19]3[CH2:24][CH2:23][O:22][CH2:21][C@@H:20]3[CH3:25])=[O:18])=[CH:13][N:12]=2)[C:5](=[O:9])[N:6]([CH3:8])[CH:7]=1.[B:26]1(B2OC(C)(C)C(C)(C)O2)[O:30]C(C)(C)C(C)(C)[O:27]1.CC(C1C=C(C(C)C)C(C2C=CC=CC=2P(C2CCCCC2)C2CCCCC2)=C(C(C)C)C=1)C.C([O-])(=O)C.[K+], predict the reaction product. The product is: [CH3:8][N:6]1[C:5](=[O:9])[C:4]([NH:10][C:11]2[CH:16]=[CH:15][C:14]([C:17]([N:19]3[CH2:24][CH2:23][O:22][CH2:21][C@@H:20]3[CH3:25])=[O:18])=[CH:13][N:12]=2)=[CH:3][C:2]([B:26]([OH:30])[OH:27])=[CH:7]1. (3) Given the reactants C(P(CCCC)CCCC)CCC.[Br:14][C:15]1[CH:20]=[CH:19][C:18]([OH:21])=[CH:17][N:16]=1.[CH:22]([O:25][C:26]([N:28]1[CH2:33][CH2:32][CH:31]([CH2:34]O)[CH2:30][CH2:29]1)=[O:27])([CH3:24])[CH3:23].CCCC(C)C, predict the reaction product. The product is: [CH:22]([O:25][C:26]([N:28]1[CH2:33][CH2:32][CH:31]([CH2:34][O:21][C:18]2[CH:17]=[N:16][C:15]([Br:14])=[CH:20][CH:19]=2)[CH2:30][CH2:29]1)=[O:27])([CH3:24])[CH3:23]. (4) Given the reactants [Cl:1][C:2]1[CH:7]=[CH:6][C:5]([OH:8])=[CH:4][C:3]=1[C:9]([NH:11][CH2:12][C:13]1[CH:22]=[CH:21][C:16]([C:17]([O:19][CH3:20])=[O:18])=[CH:15][CH:14]=1)=[O:10].C(=O)([O-])[O-].[K+].[K+].Br[CH2:30][C:31]1[CH:36]=[CH:35][CH:34]=[C:33]([O:37][CH3:38])[CH:32]=1, predict the reaction product. The product is: [Cl:1][C:2]1[CH:7]=[CH:6][C:5]([O:8][CH2:30][C:31]2[CH:36]=[CH:35][CH:34]=[C:33]([O:37][CH3:38])[CH:32]=2)=[CH:4][C:3]=1[C:9]([NH:11][CH2:12][C:13]1[CH:14]=[CH:15][C:16]([C:17]([O:19][CH3:20])=[O:18])=[CH:21][CH:22]=1)=[O:10]. (5) Given the reactants [NH2:1][CH2:2][CH2:3][C:4]1[C:12]2[C:7](=[CH:8][CH:9]=[CH:10][CH:11]=2)[NH:6][CH:5]=1.[CH:13]1([N:18]=[C:19]=[O:20])[CH2:17][CH2:16][CH2:15][CH2:14]1, predict the reaction product. The product is: [CH:13]1([NH:18][C:19]([NH:1][CH2:2][CH2:3][C:4]2[C:12]3[C:7](=[CH:8][CH:9]=[CH:10][CH:11]=3)[NH:6][CH:5]=2)=[O:20])[CH2:17][CH2:16][CH2:15][CH2:14]1.